From a dataset of Full USPTO retrosynthesis dataset with 1.9M reactions from patents (1976-2016). Predict the reactants needed to synthesize the given product. (1) Given the product [F:14][C:10]1[CH:9]=[C:8]([C:5]2[CH:6]=[CH:7][C:2]([B:22]([OH:25])[OH:23])=[C:3]([O:15][CH3:16])[CH:4]=2)[CH:13]=[CH:12][CH:11]=1, predict the reactants needed to synthesize it. The reactants are: Br[C:2]1[CH:7]=[CH:6][C:5]([C:8]2[CH:13]=[CH:12][CH:11]=[C:10]([F:14])[CH:9]=2)=[CH:4][C:3]=1[O:15][CH3:16].[Li]CCCC.[B:22](OC)([O:25]C)[O:23]C. (2) Given the product [C:16]1([C:14]([C:22]2[CH:27]=[CH:26][CH:25]=[CH:24][CH:23]=2)([CH3:15])[CH2:13][NH:12][C:10]2[C:9]3[C:4](=[CH:5][CH:6]=[CH:7][CH:8]=3)[N:3]=[C:2]([C:34]3[C:29]([CH3:28])=[CH:30][C:31]4[N:32]([CH:38]=[CH:39][N:40]=4)[CH:33]=3)[N:11]=2)[CH:21]=[CH:20][CH:19]=[CH:18][CH:17]=1, predict the reactants needed to synthesize it. The reactants are: Cl[C:2]1[N:11]=[C:10]([NH:12][CH2:13][C:14]([C:22]2[CH:27]=[CH:26][CH:25]=[CH:24][CH:23]=2)([C:16]2[CH:21]=[CH:20][CH:19]=[CH:18][CH:17]=2)[CH3:15])[C:9]2[C:4](=[CH:5][CH:6]=[CH:7][CH:8]=2)[N:3]=1.[CH3:28][C:29]1[C:34](B(O)O)=[CH:33][N:32]2[CH:38]=[CH:39][N:40]=[C:31]2[CH:30]=1.C(NC1C2C(=CC=CC=2)N=C(C2SC3C=CC=CC=3C=2)N=1)(C1C=CC=CC=1)C1C=CC=CC=1. (3) Given the product [CH2:14]([O:16][C:17]1[C:18]([F:28])=[C:19]([CH:26]=[O:27])[C:20]([C:2]2[C:7]([CH:8]=[O:9])=[C:6]([F:10])[C:5]([CH2:11][CH2:12][CH3:13])=[CH:4][CH:3]=2)=[CH:21][CH:22]=1)[CH3:15], predict the reactants needed to synthesize it. The reactants are: Br[C:2]1[C:7]([CH:8]=[O:9])=[C:6]([F:10])[C:5]([CH2:11][CH2:12][CH3:13])=[CH:4][CH:3]=1.[CH2:14]([O:16][C:17]1[CH:22]=[CH:21][C:20](B(O)O)=[C:19]([CH:26]=[O:27])[C:18]=1[F:28])[CH3:15].C(=O)([O-])[O-].[Na+].[Na+].C1(C)C=CC=CC=1. (4) Given the product [Br:1][C:2]1[C:3]([NH:16][S:17]([C:20]2[CH:25]=[CH:24][CH:23]=[CH:22][C:21]=2[F:26])(=[O:18])=[O:19])=[C:4]([C:9]([O:14][CH3:15])=[C:10]([CH2:12][CH3:13])[CH:11]=1)[C:5]([OH:7])=[O:6], predict the reactants needed to synthesize it. The reactants are: [Br:1][C:2]1[C:3]([NH:16][S:17]([C:20]2[CH:25]=[CH:24][CH:23]=[CH:22][C:21]=2[F:26])(=[O:19])=[O:18])=[C:4]([C:9]([O:14][CH3:15])=[C:10]([CH2:12][CH3:13])[CH:11]=1)[C:5]([O:7]C)=[O:6].[OH-].[Li+].O1CCOCC1.C(#N)C. (5) Given the product [Br:1][C:2]1[C:3](=[O:19])[N:4]([CH2:21][C:22]([O:24][CH2:25][CH3:26])=[O:23])[N:5]=[CH:6][C:7]=1[NH:8][C@@H:9]1[CH2:14][C@@H:13]2[CH2:15][C@@H:11]([C:12]2([CH3:16])[CH3:17])[C@H:10]1[CH3:18], predict the reactants needed to synthesize it. The reactants are: [Br:1][C:2]1[C:3](=[O:19])[NH:4][N:5]=[CH:6][C:7]=1[NH:8][C@@H:9]1[CH2:14][C@@H:13]2[CH2:15][C@@H:11]([C:12]2([CH3:17])[CH3:16])[C@H:10]1[CH3:18].Br[CH2:21][C:22]([O:24][CH2:25][CH3:26])=[O:23].C(=O)([O-])[O-].[K+].[K+].[Cl-].[NH4+]. (6) Given the product [CH3:1][C:2]1[C:3]([CH2:4][OH:5])=[CH:9][CH:10]=[CH:11][N:12]=1, predict the reactants needed to synthesize it. The reactants are: [CH3:1][C:2]1[N:12]=[CH:11][CH:10]=[CH:9][C:3]=1[C:4](OCC)=[O:5].[H-].C([Al+]CC(C)C)C(C)C. (7) The reactants are: C(OC([NH:8][CH2:9][CH2:10][C:11]([O:13][CH2:14][C@@H:15]([O:49][C:50](=[O:61])[CH2:51][CH2:52][NH:53]C(OC(C)(C)C)=O)[CH2:16][O:17][C:18]1[CH:23]=[CH:22][C:21]([C:24]2[C:29]([C:30]#[N:31])=[C:28]([S:32][CH2:33][C:34]3[N:35]=[C:36]([C:39]4[CH:44]=[CH:43][C:42]([Cl:45])=[CH:41][CH:40]=4)[O:37][CH:38]=3)[N:27]=[C:26]([NH2:46])[C:25]=2[C:47]#[N:48])=[CH:20][CH:19]=1)=[O:12])=O)(C)(C)C.[ClH:62]. Given the product [ClH:45].[ClH:62].[NH2:8][CH2:9][CH2:10][C:11]([O:13][CH2:14][C@@H:15]([O:49][C:50](=[O:61])[CH2:51][CH2:52][NH2:53])[CH2:16][O:17][C:18]1[CH:23]=[CH:22][C:21]([C:24]2[C:29]([C:30]#[N:31])=[C:28]([S:32][CH2:33][C:34]3[N:35]=[C:36]([C:39]4[CH:40]=[CH:41][C:42]([Cl:45])=[CH:43][CH:44]=4)[O:37][CH:38]=3)[N:27]=[C:26]([NH2:46])[C:25]=2[C:47]#[N:48])=[CH:20][CH:19]=1)=[O:12], predict the reactants needed to synthesize it. (8) Given the product [CH2:13]1[C:17]2([CH2:18][CH2:19][N:20]([S:23]([NH:2][C@@H:3]([CH2:8][C:9]([F:11])([F:12])[CH3:10])[C:4]([O:6][CH3:7])=[O:5])(=[O:25])=[O:24])[CH2:21][CH2:22]2)[CH2:16][CH2:15][CH2:14]1, predict the reactants needed to synthesize it. The reactants are: Cl.[NH2:2][C@@H:3]([CH2:8][C:9]([F:12])([F:11])[CH3:10])[C:4]([O:6][CH3:7])=[O:5].[CH2:13]1[C:17]2([CH2:22][CH2:21][N:20]([S:23](Cl)(=[O:25])=[O:24])[CH2:19][CH2:18]2)[CH2:16][CH2:15][CH2:14]1. (9) Given the product [CH2:1]([O:3][C:4]1[CH:5]=[C:6]([CH:27]=[C:28]([O:35][CH2:36][CH3:37])[C:29]=1[N:30]1[CH:34]=[CH:33][CH:32]=[CH:31]1)[CH2:7][N:8]1[CH2:13][CH2:12][CH:11]([NH:14][C:15]2[O:16][C:17]3[C:18](=[C:20]([NH2:24])[CH:21]=[CH:22][CH:23]=3)[N:19]=2)[CH2:10][CH2:9]1)[CH3:2], predict the reactants needed to synthesize it. The reactants are: [CH2:1]([O:3][C:4]1[CH:5]=[C:6]([CH:27]=[C:28]([O:35][CH2:36][CH3:37])[C:29]=1[N:30]1[CH:34]=[CH:33][CH:32]=[CH:31]1)[CH2:7][N:8]1[CH2:13][CH2:12][CH:11]([NH:14][C:15]2[O:16][C:17]3[CH:23]=[CH:22][CH:21]=[C:20]([N+:24]([O-])=O)[C:18]=3[N:19]=2)[CH2:10][CH2:9]1)[CH3:2].